Dataset: Peptide-MHC class II binding affinity with 134,281 pairs from IEDB. Task: Regression. Given a peptide amino acid sequence and an MHC pseudo amino acid sequence, predict their binding affinity value. This is MHC class II binding data. (1) The peptide sequence is AEEVKVIPAGELQVI. The MHC is HLA-DQA10102-DQB10602 with pseudo-sequence HLA-DQA10102-DQB10602. The binding affinity (normalized) is 0.377. (2) The peptide sequence is AEHQAIVRDVLAASD. The MHC is HLA-DQA10301-DQB10302 with pseudo-sequence HLA-DQA10301-DQB10302. The binding affinity (normalized) is 0.346. (3) The peptide sequence is REQFLGALDLAKKRV. The MHC is DRB4_0101 with pseudo-sequence DRB4_0103. The binding affinity (normalized) is 0.0337. (4) The peptide sequence is QYAKEIWGITANPVP. The MHC is HLA-DQA10102-DQB10602 with pseudo-sequence HLA-DQA10102-DQB10602. The binding affinity (normalized) is 0.628.